This data is from Full USPTO retrosynthesis dataset with 1.9M reactions from patents (1976-2016). The task is: Predict the reactants needed to synthesize the given product. (1) The reactants are: [CH3:1][O:2][C:3]1[CH:4]=[C:5]2[C:9](=[CH:10][C:11]=1[O:12][CH3:13])[C:8](=[O:14])/[C:7](=[CH:15]/[C:16]1([F:29])[CH2:21][CH2:20][N:19]([C:22]([O:24][C:25]([CH3:28])([CH3:27])[CH3:26])=[O:23])[CH2:18][CH2:17]1)/[CH2:6]2.[H][H]. Given the product [CH3:1][O:2][C:3]1[CH:4]=[C:5]2[C:9](=[CH:10][C:11]=1[O:12][CH3:13])[C:8](=[O:14])[CH:7]([CH2:15][C:16]1([F:29])[CH2:21][CH2:20][N:19]([C:22]([O:24][C:25]([CH3:27])([CH3:26])[CH3:28])=[O:23])[CH2:18][CH2:17]1)[CH2:6]2, predict the reactants needed to synthesize it. (2) Given the product [CH:17]1([C:23]2[CH:28]=[CH:27][C:26]([C:29]3[N:33]([C:34]4[CH:39]=[CH:38][CH:37]=[CH:36][CH:35]=4)[N:32]=[C:31]([CH2:40][NH:16][CH2:15][CH2:14][N:11]4[CH2:10][CH2:9][N:8]([C:3]5[CH:4]=[CH:5][CH:6]=[CH:7][C:2]=5[F:1])[CH2:13][CH2:12]4)[CH:30]=3)=[CH:25][CH:24]=2)[CH2:18][CH2:19][CH2:20][CH2:21][CH2:22]1, predict the reactants needed to synthesize it. The reactants are: [F:1][C:2]1[CH:7]=[CH:6][CH:5]=[CH:4][C:3]=1[N:8]1[CH2:13][CH2:12][N:11]([CH2:14][CH2:15][NH2:16])[CH2:10][CH2:9]1.[CH:17]1([C:23]2[CH:28]=[CH:27][C:26]([C:29]3[N:33]([C:34]4[CH:39]=[CH:38][CH:37]=[CH:36][CH:35]=4)[N:32]=[C:31]([CH:40]=O)[CH:30]=3)=[CH:25][CH:24]=2)[CH2:22][CH2:21][CH2:20][CH2:19][CH2:18]1. (3) Given the product [CH2:7]([O:6][P:4](/[CH:9]=[CH:10]/[C:11]1[C:12]([O:22][CH2:23][C:24]2[CH:49]=[CH:48][C:27]([O:28][CH2:29][C:30]3[N:31]=[C:32]([C:36]4[CH:37]=[C:38]([CH2:42][C:43]([OH:45])=[O:44])[CH:39]=[CH:40][CH:41]=4)[O:33][C:34]=3[CH3:35])=[C:26]([O:50][CH3:51])[CH:25]=2)=[N:13][N:14]([C:16]2[CH:17]=[CH:18][CH:19]=[CH:20][CH:21]=2)[CH:15]=1)([O:3][CH2:1][CH3:2])=[O:5])[CH3:8], predict the reactants needed to synthesize it. The reactants are: [CH2:1]([O:3][P:4](/[CH:9]=[CH:10]/[C:11]1[C:12]([O:22][CH2:23][C:24]2[CH:49]=[CH:48][C:27]([O:28][CH2:29][C:30]3[N:31]=[C:32]([C:36]4[CH:37]=[C:38]([CH2:42][C:43]([O:45]CC)=[O:44])[CH:39]=[CH:40][CH:41]=4)[O:33][C:34]=3[CH3:35])=[C:26]([O:50][CH3:51])[CH:25]=2)=[N:13][N:14]([C:16]2[CH:21]=[CH:20][CH:19]=[CH:18][CH:17]=2)[CH:15]=1)([O:6][CH2:7][CH3:8])=[O:5])[CH3:2].O1CCCC1.[OH-].[Na+].Cl. (4) Given the product [CH3:25][O:26][CH:27]([C:37]1[CH:38]=[CH:39][CH:40]=[CH:41][CH:42]=1)[C:28]1[C:30]2[CH2:31][O:32][CH2:33][CH2:34][C:35]=2[N:17]=[C:16]([NH:15][C:5]2[CH:6]=[CH:7][C:8]([N:9]3[CH:13]=[C:12]([CH3:14])[N:11]=[CH:10]3)=[C:3]([O:2][CH3:1])[CH:4]=2)[N:18]=1, predict the reactants needed to synthesize it. The reactants are: [CH3:1][O:2][C:3]1[CH:4]=[C:5]([NH:15][C:16]([NH2:18])=[NH:17])[CH:6]=[CH:7][C:8]=1[N:9]1[CH:13]=[C:12]([CH3:14])[N:11]=[CH:10]1.C(=O)([O-])[O-].[K+].[K+].[CH3:25][O:26][CH:27]([C:37]1[CH:42]=[CH:41][CH:40]=[CH:39][CH:38]=1)[C:28]([CH:30]1[C:35](=O)[CH2:34][CH2:33][O:32][CH2:31]1)=O. (5) The reactants are: [CH2:1]([OH:7])[C@@H:2]1[O:6][CH2:5][CH2:4][CH2:3]1.[C:8]1([CH3:18])[CH:13]=[CH:12][C:11]([S:14](Cl)(=[O:16])=[O:15])=[CH:10][CH:9]=1. Given the product [CH3:18][C:8]1[CH:13]=[CH:12][C:11]([S:14]([O:7][CH2:1][C@H:2]2[CH2:3][CH2:4][CH2:5][O:6]2)(=[O:16])=[O:15])=[CH:10][CH:9]=1, predict the reactants needed to synthesize it. (6) Given the product [CH3:4][C:2]([C:5]1[CH2:9][CH:8]([C:10]([OH:12])=[O:11])[N:7]([CH2:17][CH3:18])[N:6]=1)([CH3:1])[CH3:3], predict the reactants needed to synthesize it. The reactants are: [CH3:1][C:2]([C:5]1[CH2:9][CH:8]([C:10]([O:12]CCCC)=[O:11])[N:7]([CH2:17][CH3:18])[N:6]=1)([CH3:4])[CH3:3].[OH-].[Na+]. (7) The reactants are: [CH3:1][C:2]1[N:3]([C:12]2[CH:17]=[C:16]([NH:18][C:19]3[N:24]=[C:23]([C:25]([F:28])([F:27])[F:26])[CH:22]=[CH:21][N:20]=3)[CH:15]=[C:14]([CH3:29])[CH:13]=2)[CH:4]=[C:5](C(OCC)=O)[N:6]=1.[CH3:30][Mg]Br.[CH2:33]1[CH2:37][O:36]CC1. Given the product [CH3:1][C:2]1[N:3]([C:12]2[CH:17]=[C:16]([NH:18][C:19]3[N:24]=[C:23]([C:25]([F:27])([F:28])[F:26])[CH:22]=[CH:21][N:20]=3)[CH:15]=[C:14]([CH3:29])[CH:13]=2)[CH:4]=[C:5]([C:37]([OH:36])([CH3:33])[CH3:30])[N:6]=1, predict the reactants needed to synthesize it. (8) Given the product [Cl:31][C:28]1[CH:29]=[CH:30][C:25]([CH:15]([O:1][C:2]2[CH:7]=[CH:6][CH:5]=[C:4]([C:8]([F:9])([F:10])[F:11])[CH:3]=2)[C:16]([O:18][CH2:19][CH2:20][NH:21][C:22](=[O:24])[CH3:23])=[O:17])=[CH:26][CH:27]=1, predict the reactants needed to synthesize it. The reactants are: [OH:1][C:2]1[CH:3]=[C:4]([C:8]([F:11])([F:10])[F:9])[CH:5]=[CH:6][CH:7]=1.[OH-].[K+].Br[CH:15]([C:25]1[CH:30]=[CH:29][C:28]([Cl:31])=[CH:27][CH:26]=1)[C:16]([O:18][CH2:19][CH2:20][NH:21][C:22](=[O:24])[CH3:23])=[O:17].C(O)(C)C.[O-]C1C=CC=CC=1. (9) The reactants are: C([N:8]1[C@@H:12]([CH2:13][CH2:14][CH3:15])[CH2:11][CH2:10][C@@H:9]1[CH2:16][CH2:17][CH3:18])C1C=CC=CC=1.C([O-])=O.[NH4+].O.[OH-].[Na+]. Given the product [CH2:16]([C@H:9]1[CH2:10][CH2:11][C@H:12]([CH2:13][CH2:14][CH3:15])[NH:8]1)[CH2:17][CH3:18], predict the reactants needed to synthesize it.